This data is from Choline transporter screen with 302,306 compounds. The task is: Binary Classification. Given a drug SMILES string, predict its activity (active/inactive) in a high-throughput screening assay against a specified biological target. (1) The compound is S(c1nc(N)c(c(c1C#N)c1sccc1)C#N)Cc1ncccc1. The result is 1 (active). (2) The drug is O=C(NCc1c(cccc1)C)/C=C\C(O)=O. The result is 0 (inactive). (3) The compound is O(C(=O)c1c2c(nc(c3ccc(cc3)C)c1)cccc2)CC(=O)/C(=C(\N)C)C#N. The result is 0 (inactive). (4) The compound is Brc1c(C(=O)COC(=O)c2ccncc2)cccc1. The result is 0 (inactive). (5) The molecule is S(=O)(=O)(N1CCN(CC1)C)c1cc(C(=O)NC2CCC(CC2)C)ccc1. The result is 1 (active).